From a dataset of Full USPTO retrosynthesis dataset with 1.9M reactions from patents (1976-2016). Predict the reactants needed to synthesize the given product. (1) Given the product [CH3:21][O:22][C:23]([CH:25]1[CH2:34][C:33]2[CH:32]=[C:31]3[C:30]([O:16][C@@H:13]([C:10]4[CH:9]=[CH:8][C:7]([O:6][CH2:5][C:4]5[CH:17]=[CH:18][C:19]([Cl:20])=[C:2]([Cl:1])[CH:3]=5)=[CH:12][CH:11]=4)[CH2:14][NH:35]3)=[CH:29][C:28]=2[CH2:27][N:26]1[C:37]([O:39][C:40]([CH3:43])([CH3:42])[CH3:41])=[O:38])=[O:24], predict the reactants needed to synthesize it. The reactants are: [Cl:1][C:2]1[CH:3]=[C:4]([CH:17]=[CH:18][C:19]=1[Cl:20])[CH2:5][O:6][C:7]1[CH:12]=[CH:11][C:10]([C:13](=[O:16])[CH:14]=O)=[CH:9][CH:8]=1.[CH3:21][O:22][C:23]([C@@H:25]1[CH2:34][C:33]2[C:28](=[CH:29][C:30](O)=[C:31]([NH2:35])[CH:32]=2)[CH2:27][N:26]1[C:37]([O:39][C:40]([CH3:43])([CH3:42])[CH3:41])=[O:38])=[O:24].C(O[BH-](OC(=O)C)OC(=O)C)(=O)C.[Na+].C(Cl)Cl. (2) Given the product [NH2:31][C:29](=[O:30])[CH2:28][C:22]1([NH:21][C:18]([C:7]2[CH:6]=[CH:5][C:4]([CH:1]3[CH2:2][CH2:3]3)=[C:9]([CH2:10][C:11]3[CH:12]=[CH:13][C:14]([F:17])=[CH:15][CH:16]=3)[N:8]=2)=[O:20])[CH2:23][S:24](=[O:26])(=[O:27])[CH2:25]1, predict the reactants needed to synthesize it. The reactants are: [CH:1]1([C:4]2[CH:5]=[CH:6][C:7]([C:18]([OH:20])=O)=[N:8][C:9]=2[CH2:10][C:11]2[CH:16]=[CH:15][C:14]([F:17])=[CH:13][CH:12]=2)[CH2:3][CH2:2]1.[NH2:21][C:22]1([CH2:28][C:29]([NH2:31])=[O:30])[CH2:25][S:24](=[O:27])(=[O:26])[CH2:23]1.CN(C(ON1N=NC2C=CC=CC1=2)=[N+](C)C)C.[B-](F)(F)(F)F.CCN(C(C)C)C(C)C. (3) Given the product [Cl:1][C:2]1[C:18]([Cl:19])=[C:17]([CH2:20][CH2:21][C:22](=[O:38])[C:23]2[S:24][C:25]([C:28]3[CH:29]=[CH:30][C:31]([C:34]([F:35])([F:36])[F:37])=[CH:32][CH:33]=3)=[CH:26][CH:27]=2)[CH:16]=[CH:15][C:3]=1[O:4][C:5]([CH3:13])([CH3:14])[C:6]([OH:8])=[O:7], predict the reactants needed to synthesize it. The reactants are: [Cl:1][C:2]1[C:18]([Cl:19])=[C:17]([CH2:20][CH2:21][C:22](=[O:38])[C:23]2[S:24][C:25]([C:28]3[CH:33]=[CH:32][C:31]([C:34]([F:37])([F:36])[F:35])=[CH:30][CH:29]=3)=[CH:26][CH:27]=2)[CH:16]=[CH:15][C:3]=1[O:4][C:5]([CH3:14])([CH3:13])[C:6]([O:8]C(C)(C)C)=[O:7].FC(F)(F)C(O)=O. (4) Given the product [NH2:1][C:2]1[N:7]=[CH:6][C:5]([C:8]2[CH:9]=[N:10][C:11]([O:14][CH:35]3[CH2:40][CH2:39][N:38]([C:41]([O:43][C:44]([CH3:47])([CH3:46])[CH3:45])=[O:42])[CH2:37][CH2:36]3)=[CH:12][CH:13]=2)=[CH:4][C:3]=1[O:15][C@@H:16]([C:18]1[CH:23]=[C:22]([F:24])[CH:21]=[CH:20][C:19]=1[N:25]1[N:29]=[CH:28][CH:27]=[N:26]1)[CH3:17], predict the reactants needed to synthesize it. The reactants are: [NH2:1][C:2]1[N:7]=[CH:6][C:5]([C:8]2[CH:9]=[N:10][C:11]([OH:14])=[CH:12][CH:13]=2)=[CH:4][C:3]=1[O:15][C@@H:16]([C:18]1[CH:23]=[C:22]([F:24])[CH:21]=[CH:20][C:19]=1[N:25]1[N:29]=[CH:28][CH:27]=[N:26]1)[CH3:17].CS(O[CH:35]1[CH2:40][CH2:39][N:38]([C:41]([O:43][C:44]([CH3:47])([CH3:46])[CH3:45])=[O:42])[CH2:37][CH2:36]1)(=O)=O.C(=O)([O-])[O-].[Cs+].[Cs+]. (5) The reactants are: [F:1][C:2]1[CH:3]=[C:4]([C:9]2[N:14]3[N:15]=[C:16]([CH3:18])[CH:17]=[C:13]3[NH:12][C:11](=O)[CH:10]=2)[CH:5]=[CH:6][C:7]=1[F:8].N1C=CC=CC=1.O=P(Cl)(Cl)[Cl:28]. Given the product [Cl:28][C:11]1[CH:10]=[C:9]([C:4]2[CH:5]=[CH:6][C:7]([F:8])=[C:2]([F:1])[CH:3]=2)[N:14]2[N:15]=[C:16]([CH3:18])[CH:17]=[C:13]2[N:12]=1, predict the reactants needed to synthesize it. (6) Given the product [Cl:8][C:9]1[CH:17]=[C:16]2[C:12]([CH:13]=[C:14]([C:18]([NH:20][C@H:21]3[CH2:25][CH2:24][N:23]([CH3:2])[CH2:22]3)=[O:19])[NH:15]2)=[CH:11][CH:10]=1, predict the reactants needed to synthesize it. The reactants are: F[C:2](F)(F)C(O)=O.[Cl:8][C:9]1[CH:17]=[C:16]2[C:12]([CH:13]=[C:14]([C:18]([NH:20][C@H:21]3[CH2:25][CH2:24][NH:23][CH2:22]3)=[O:19])[NH:15]2)=[CH:11][CH:10]=1.N. (7) Given the product [Br:1][C:2]1[CH:7]=[CH:6][C:5]2[C:13](=[O:14])[O:9][CH2:8][C:4]=2[C:3]=1[F:10], predict the reactants needed to synthesize it. The reactants are: [Br:1][C:2]1[C:3]([F:10])=[C:4]([CH2:8][OH:9])[CH:5]=[CH:6][CH:7]=1.FC(F)(F)[C:13]([O-])=[O:14].[Tl+].C(O)(C(F)(F)F)=O.[Cl-].[Li+].[O-2].[Mg+2].